From a dataset of Forward reaction prediction with 1.9M reactions from USPTO patents (1976-2016). Predict the product of the given reaction. (1) The product is: [CH3:5][N:6]([C:14]1[S:15][C:16]([C:19]2[CH:20]=[N:21][CH:22]=[CH:23][CH:24]=2)=[N:17][N:18]=1)[C:7](=[O:13])[CH2:8][CH2:9]/[C:10](=[N:4]/[O:3][CH3:2])/[CH3:11]. Given the reactants Cl.[CH3:2][O:3][NH2:4].[CH3:5][N:6]([C:14]1[S:15][C:16]([C:19]2[CH:20]=[N:21][CH:22]=[CH:23][CH:24]=2)=[N:17][N:18]=1)[C:7](=[O:13])[CH2:8][CH2:9][C:10](=O)[CH3:11].C([O-])(=O)C.[Na+], predict the reaction product. (2) Given the reactants [N+:1]([C:4]1[N:5]=[C:6]2[N:11]([CH:12]=1)[CH2:10][CH:9]([CH2:13][OH:14])[CH2:8][O:7]2)([O-:3])=[O:2].[I:15][C:16]1[CH:23]=[CH:22][C:19]([CH2:20]Br)=[CH:18][CH:17]=1.[H-].[Na+], predict the reaction product. The product is: [I:15][C:16]1[CH:23]=[CH:22][C:19]([CH2:20][O:14][CH2:13][CH:9]2[CH2:8][O:7][C:6]3=[N:5][C:4]([N+:1]([O-:3])=[O:2])=[CH:12][N:11]3[CH2:10]2)=[CH:18][CH:17]=1. (3) Given the reactants [CH3:1][O:2][C:3]1[C:8]2[C:9]([C:30]3[CH:35]=[CH:34][CH:33]=[CH:32][CH:31]=3)=[C:10]([C:12]3[CH:17]=[CH:16][C:15]([C:18]4([NH:22][C:23](=[O:29])[O:24][C:25]([CH3:28])([CH3:27])[CH3:26])[CH2:21][CH2:20][CH2:19]4)=[CH:14][CH:13]=3)[O:11][C:7]=2[CH:6]=[CH:5][N:4]=1.[Br:36]Br, predict the reaction product. The product is: [Br:36][C:6]1[C:7]2[O:11][C:10]([C:12]3[CH:13]=[CH:14][C:15]([C:18]4([NH:22][C:23](=[O:29])[O:24][C:25]([CH3:28])([CH3:26])[CH3:27])[CH2:21][CH2:20][CH2:19]4)=[CH:16][CH:17]=3)=[C:9]([C:30]3[CH:35]=[CH:34][CH:33]=[CH:32][CH:31]=3)[C:8]=2[C:3]([O:2][CH3:1])=[N:4][CH:5]=1. (4) Given the reactants [CH:1]1([C:4]2[O:5][C:6]3[C:7](=[C:9]([C:20]#[N:21])[C:10]([CH3:19])=[C:11]([C:14]4[S:15][CH:16]=[CH:17][CH:18]=4)[C:12]=3F)[N:8]=2)[CH2:3][CH2:2]1.C(N(CC)CC)C.[CH3:29][N:30]([CH3:36])[C@H:31]1[CH2:35][CH2:34][NH:33][CH2:32]1.C(OCC)(=O)C, predict the reaction product. The product is: [CH:1]1([C:4]2[O:5][C:6]3[C:7](=[C:9]([C:20]#[N:21])[C:10]([CH3:19])=[C:11]([C:14]4[S:15][CH:16]=[CH:17][CH:18]=4)[C:12]=3[N:33]3[CH2:34][CH2:35][C@H:31]([N:30]([CH3:36])[CH3:29])[CH2:32]3)[N:8]=2)[CH2:3][CH2:2]1.